Dataset: Reaction yield outcomes from USPTO patents with 853,638 reactions. Task: Predict the reaction yield, written as a fraction of the theoretical maximum amount of product (1.0 means a 100% yield; for example, 0.34 means a 34% yield). (1) The reactants are FC(F)(F)C(O)=O.[CH3:8][C:9]([C:12]1[CH:13]=[C:14]([C:23]2[N:24]=[C:25]([CH2:28][N:29](C(OC(C)(C)C)=O)[CH3:30])[S:26][CH:27]=2)[CH:15]=[C:16]([C:19]([CH3:22])([CH3:21])[CH3:20])[C:17]=1[OH:18])([CH3:11])[CH3:10].C([SiH](CC)CC)C. The catalyst is ClCCl. The product is [CH3:11][C:9]([C:12]1[CH:13]=[C:14]([C:23]2[N:24]=[C:25]([CH2:28][NH:29][CH3:30])[S:26][CH:27]=2)[CH:15]=[C:16]([C:19]([CH3:20])([CH3:21])[CH3:22])[C:17]=1[OH:18])([CH3:8])[CH3:10]. The yield is 0.730. (2) The reactants are [OH:1][C:2]1[CH:7]=[CH:6][C:5]([N:8]2[C:13](=[O:14])[C:12]([CH2:15][C:16]3[CH:21]=[CH:20][C:19]([C:22]4[C:23]([C:28]#[N:29])=[CH:24][CH:25]=[CH:26][CH:27]=4)=[CH:18][CH:17]=3)=[C:11]([CH2:30][CH2:31][CH3:32])[N:10]=[C:9]2[CH3:33])=[CH:4][CH:3]=1.Br[CH:35]1[CH2:39][CH2:38][CH2:37][CH2:36]1.C(=O)([O-])[O-].[Cs+].[Cs+].C(OCC)(=O)C. The catalyst is CN(C)C=O.O. The product is [CH:35]1([O:1][C:2]2[CH:3]=[CH:4][C:5]([N:8]3[C:13](=[O:14])[C:12]([CH2:15][C:16]4[CH:21]=[CH:20][C:19]([C:22]5[C:23]([C:28]#[N:29])=[CH:24][CH:25]=[CH:26][CH:27]=5)=[CH:18][CH:17]=4)=[C:11]([CH2:30][CH2:31][CH3:32])[N:10]=[C:9]3[CH3:33])=[CH:6][CH:7]=2)[CH2:39][CH2:38][CH2:37][CH2:36]1. The yield is 0.910. (3) The reactants are [C:1]1([N:7]2[C:11]([NH2:12])=[C:10]3[CH2:13][S:14][CH2:15][C:9]3=[N:8]2)[CH:6]=[CH:5][CH:4]=[CH:3][CH:2]=1.[CH3:16][C:17]1[CH:22]=[CH:21][C:20]([N:23]=[C:24]=[O:25])=[CH:19][CH:18]=1. The catalyst is ClCCl. The product is [CH3:16][C:17]1[CH:22]=[CH:21][C:20]([NH:23][C:24]([NH:12][C:11]2[N:7]([C:1]3[CH:2]=[CH:3][CH:4]=[CH:5][CH:6]=3)[N:8]=[C:9]3[CH2:15][S:14][CH2:13][C:10]=23)=[O:25])=[CH:19][CH:18]=1. The yield is 0.320. (4) The reactants are [Cl:1][C:2]1[C:3]([F:24])=[C:4]([CH:13]2[CH2:16][N:15]([C:17]([O:19][C:20]([CH3:23])([CH3:22])[CH3:21])=[O:18])[CH2:14]2)[C:5]([O:11][CH3:12])=[C:6]([CH:8](Cl)[CH3:9])[CH:7]=1.[I:25][C:26]1[C:34]2[C:29](=[N:30][CH:31]=[N:32][C:33]=2[NH2:35])[NH:28][N:27]=1.[I-].[K+].C(=O)([O-])[O-].[Cs+].[Cs+]. The catalyst is CN(C)C=O.O.CCOC(C)=O. The product is [NH2:35][C:33]1[N:32]=[CH:31][N:30]=[C:29]2[N:28]([CH:8]([C:6]3[C:5]([O:11][CH3:12])=[C:4]([CH:13]4[CH2:16][N:15]([C:17]([O:19][C:20]([CH3:23])([CH3:22])[CH3:21])=[O:18])[CH2:14]4)[C:3]([F:24])=[C:2]([Cl:1])[CH:7]=3)[CH3:9])[N:27]=[C:26]([I:25])[C:34]=12. The yield is 0.450. (5) The reactants are [F:1][C:2]1[CH:7]=[CH:6][C:5]([OH:8])=[CH:4][CH:3]=1.F[C:10]1[CH:15]=[CH:14][C:13]([C:16](=[O:18])[CH3:17])=[CH:12][CH:11]=1.C1OCCOCCOCCOCCOCCOC1.C([O-])([O-])=O.[K+].[K+]. The catalyst is CC#N. The product is [F:1][C:2]1[CH:7]=[CH:6][C:5]([O:8][C:10]2[CH:15]=[CH:14][C:13]([C:16](=[O:18])[CH3:17])=[CH:12][CH:11]=2)=[CH:4][CH:3]=1. The yield is 0.200. (6) The reactants are [C:1]([O:5][C:6](=[O:45])[NH:7][C:8]([C:24]1[CH:33]=[CH:32][C:31]2[C:26](=[CH:27][CH:28]=[C:29]([O:34][C@H:35]3[CH2:40][CH2:39][C@H:38]([C:41]([CH3:44])([CH3:43])[CH3:42])[CH2:37][CH2:36]3)[CH:30]=2)[N:25]=1)([CH3:23])[CH2:9][O:10][P:11]([O:18][C:19]([CH3:22])([CH3:21])[CH3:20])([O:13][C:14]([CH3:17])([CH3:16])[CH3:15])=[O:12])([CH3:4])([CH3:3])[CH3:2].C(OC(=O)NC(C1C=CC2C(=CC=C(O[C@H]3CC[C@H](C(C)(C)C)CC3)C=2[C:67]([F:70])([F:69])[F:68])N=1)(C)CO)(C)(C)C. No catalyst specified. The product is [C:1]([O:5][C:6](=[O:45])[NH:7][C:8]([C:24]1[CH:33]=[CH:32][C:31]2[C:26](=[CH:27][CH:28]=[C:29]([O:34][C@H:35]3[CH2:36][CH2:37][C@H:38]([C:41]([CH3:44])([CH3:43])[CH3:42])[CH2:39][CH2:40]3)[C:30]=2[C:67]([F:70])([F:69])[F:68])[N:25]=1)([CH3:23])[CH2:9][O:10][P:11]([O:13][C:14]([CH3:15])([CH3:16])[CH3:17])([O:18][C:19]([CH3:22])([CH3:21])[CH3:20])=[O:12])([CH3:2])([CH3:3])[CH3:4]. The yield is 0.680. (7) The reactants are [CH3:1][S:2]([CH2:5][C:6]1[CH:7]=[CH:8][C:9]2[N:13]=[CH:12][N:11]([C:14]3[S:18][C:17]([C:19]([O:21]C)=O)=[C:16]([O:23][C@@H:24]([C:26]4[CH:31]=[CH:30][CH:29]=[CH:28][C:27]=4[C:32]([F:35])([F:34])[F:33])[CH3:25])[CH:15]=3)[C:10]=2[CH:36]=1)(=[O:4])=[O:3].[NH3:37].CO. No catalyst specified. The product is [OH-:3].[NH4+:11].[CH3:1][S:2]([CH2:5][C:6]1[CH:7]=[CH:8][C:9]2[N:13]=[CH:12][N:11]([C:14]3[S:18][C:17]([C:19]([NH2:37])=[O:21])=[C:16]([O:23][C@@H:24]([C:26]4[CH:31]=[CH:30][CH:29]=[CH:28][C:27]=4[C:32]([F:34])([F:33])[F:35])[CH3:25])[CH:15]=3)[C:10]=2[CH:36]=1)(=[O:4])=[O:3]. The yield is 0.0100. (8) The reactants are [F:1][C:2]1[CH:10]=[C:9]([C:11]([F:17])([F:16])[C:12]([F:15])([F:14])[F:13])[CH:8]=[CH:7][C:3]=1[C:4]([OH:6])=O.[NH2:18][C:19]1[CH:20]=[C:21]([S:25]([NH2:28])(=[O:27])=[O:26])[CH:22]=[CH:23][CH:24]=1.CN(C(ON1N=NC2C=CC=NC1=2)=[N+](C)C)C.F[P-](F)(F)(F)(F)F.CN1CCOCC1.Cl. The catalyst is CN(C=O)C.O. The product is [F:1][C:2]1[CH:10]=[C:9]([C:11]([F:17])([F:16])[C:12]([F:15])([F:14])[F:13])[CH:8]=[CH:7][C:3]=1[C:4]([NH:18][C:19]1[CH:24]=[CH:23][CH:22]=[C:21]([S:25](=[O:27])(=[O:26])[NH2:28])[CH:20]=1)=[O:6]. The yield is 0.860.